From a dataset of Catalyst prediction with 721,799 reactions and 888 catalyst types from USPTO. Predict which catalyst facilitates the given reaction. (1) Reactant: Cl[C:2]1[C:11]2[C:6](=[N:7][CH:8]=[CH:9][N:10]=2)[CH:5]=[C:4]([Cl:12])[N:3]=1.C(=O)([O-])[O-].[K+].[K+].[OH:19][CH2:20][C@H:21]1[O:26][CH2:25][CH2:24][N:23]([C:27]([O:29][C:30]([CH3:33])([CH3:32])[CH3:31])=[O:28])[CH2:22]1.O. Product: [Cl:12][C:4]1[N:3]=[C:2]([O:19][CH2:20][C@H:21]2[O:26][CH2:25][CH2:24][N:23]([C:27]([O:29][C:30]([CH3:33])([CH3:32])[CH3:31])=[O:28])[CH2:22]2)[C:11]2[C:6](=[N:7][CH:8]=[CH:9][N:10]=2)[CH:5]=1. The catalyst class is: 3. (2) Reactant: Cl[C:2]1[N:3]=[N:4][C:5]([C:8]#[C:9][C:10]2[CH:15]=[CH:14][CH:13]=[CH:12][CH:11]=2)=[CH:6][CH:7]=1.[NH2:16][CH2:17][C:18]([CH3:21])([OH:20])[CH3:19]. Product: [CH3:19][C:18]([OH:20])([CH3:21])[CH2:17][NH:16][C:2]1[N:3]=[N:4][C:5]([C:8]#[C:9][C:10]2[CH:15]=[CH:14][CH:13]=[CH:12][CH:11]=2)=[CH:6][CH:7]=1. The catalyst class is: 17.